This data is from Forward reaction prediction with 1.9M reactions from USPTO patents (1976-2016). The task is: Predict the product of the given reaction. (1) The product is: [CH2:1]([O:8][CH2:9][C:10](=[O:26])[CH2:11][N:12]1[C:16]([C:17]2[CH:18]=[CH:19][C:20]([F:23])=[CH:21][CH:22]=2)=[C:15]([Br:24])[C:14]([CH3:25])=[N:13]1)[C:2]1[CH:7]=[CH:6][CH:5]=[CH:4][CH:3]=1. Given the reactants [CH2:1]([O:8][CH2:9][CH:10]([OH:26])[CH2:11][N:12]1[C:16]([C:17]2[CH:22]=[CH:21][C:20]([F:23])=[CH:19][CH:18]=2)=[C:15]([Br:24])[C:14]([CH3:25])=[N:13]1)[C:2]1[CH:7]=[CH:6][CH:5]=[CH:4][CH:3]=1.CC(OI1(OC(C)=O)(OC(C)=O)OC(=O)C2C=CC=CC1=2)=O.C(OCC)(=O)C.O.O.O.O.O.S([O-])([O-])(=O)=S.[Na+].[Na+], predict the reaction product. (2) Given the reactants S(O[C@@H:6]1[C@@H:10]([CH2:11][O:12]S(C)(=O)=O)[O:9][C@@H:8]([N:17]2[CH:25]=[C:23]([CH3:24])[C:21](=[O:22])[NH:20][C:18]2=[O:19])[CH2:7]1)(C)(=O)=O.[OH-].[Na+].O.CC(C)([O-])C.[K+], predict the reaction product. The product is: [CH3:24][C:23]1[C:21](=[O:22])[NH:20][C:18](=[O:19])[N:17]([C@@H:8]2[O:9][C@H:10]([CH2:11][OH:12])[CH:6]=[CH:7]2)[CH:25]=1. (3) The product is: [Cl:13][C:14]1[C:15]([O:28][CH3:27])=[C:16]([C:17]#[N:18])[CH:19]=[CH:20][C:21]=1[CH:1]1[O:7][CH2:8]1. Given the reactants [C:1]([O:7][CH3:8])(=O)CC([O-])=O.[H-].[Na+].[H][H].[Cl:13][C:14]1[C:15](F)=[C:16]([CH:19]=[CH:20][C:21]=1F)[C:17]#[N:18].CN([CH:27]=[O:28])C, predict the reaction product. (4) Given the reactants [C:1]1([O:7][CH3:8])[CH:6]=[CH:5][CH:4]=[CH:3][CH:2]=1.[C:9](O[C:9](=[O:12])[CH2:10][CH3:11])(=[O:12])[CH2:10][CH3:11].FC(F)(F)S([O-])(=O)=O.C([N+]1C=CN(C)C=1)C, predict the reaction product. The product is: [CH3:8][O:7][C:1]1[CH:6]=[CH:5][C:4]([C:9](=[O:12])[CH2:10][CH3:11])=[CH:3][CH:2]=1. (5) Given the reactants C([O:3][C:4](=O)[CH:5]=[C:6]([C:13]1[CH:14]=[C:15]2[C:19](=[CH:20][CH:21]=1)[NH:18][CH:17]=[C:16]2[CH3:22])[C:7]1[CH:12]=[CH:11][CH:10]=[CH:9][CH:8]=1)C.C(OC(=O)C=C(C1C=CC=C2C=1C(C#N)=[CH:39][NH:40]2)C1C=CC=CC=1)C, predict the reaction product. The product is: [CH3:39][NH:40][C:4](=[O:3])[CH:5]=[C:6]([C:13]1[CH:14]=[C:15]2[C:19](=[CH:20][CH:21]=1)[NH:18][CH:17]=[C:16]2[CH3:22])[C:7]1[CH:12]=[CH:11][CH:10]=[CH:9][CH:8]=1. (6) Given the reactants [CH:1]1([CH2:5][O:6][CH:7]2[CH2:12][CH2:11][N:10]([C:13]3[CH:18]=[CH:17][C:16]([C:19](=[O:21])[CH3:20])=[CH:15][CH:14]=3)[CH2:9][CH2:8]2)[CH2:4][CH2:3][CH2:2]1.Br.C(O)(=O)C.C1C=C[NH+]=CC=1.[Br:33][Br-]Br.O, predict the reaction product. The product is: [Br:33][CH2:20][C:19]([C:16]1[CH:17]=[CH:18][C:13]([N:10]2[CH2:9][CH2:8][CH:7]([O:6][CH2:5][CH:1]3[CH2:2][CH2:3][CH2:4]3)[CH2:12][CH2:11]2)=[CH:14][CH:15]=1)=[O:21]. (7) Given the reactants [C:1]([O:5][C:6](=[O:26])[NH:7][C@@H:8]([CH2:19][C:20]1[CH:25]=[CH:24][CH:23]=[CH:22][CH:21]=1)[C@H:9]([OH:18])[CH2:10][NH:11]OC1CCCC1)([CH3:4])([CH3:3])[CH3:2].[CH3:27][O:28][C:29]([NH:31][C:32]1[NH:33][C:34]2[CH:40]=[C:39]([S:41](Cl)(=[O:43])=[O:42])[CH:38]=[CH:37][C:35]=2[N:36]=1)=[O:30].[CH:45]([C:48]([CH:53]([CH3:55])C)(NCC)C)([CH3:47])C.CN(C=[O:60])C, predict the reaction product. The product is: [C:1]([O:5][C:6](=[O:26])[NH:7][C@@H:8]([CH2:19][C:20]1[CH:21]=[CH:22][CH:23]=[CH:24][CH:25]=1)[C@@H:9]([OH:18])[CH:10]([NH:11][S:41]([C:39]1[CH:38]=[CH:37][C:35]2[N:36]=[C:32]([NH:31][C:29]([O:28][CH3:27])=[O:30])[NH:33][C:34]=2[CH:40]=1)(=[O:43])=[O:42])[O:60][CH:45]1[CH2:48][CH2:53][CH2:55][CH2:47]1)([CH3:2])([CH3:3])[CH3:4]. (8) Given the reactants [CH:1]1([N:5]2[CH2:10][CH2:9][N:8](C(OC(C)(C)C)=O)[CH2:7][CH2:6]2)[CH2:4][CH2:3][CH2:2]1.Cl, predict the reaction product. The product is: [CH:1]1([N:5]2[CH2:10][CH2:9][NH:8][CH2:7][CH2:6]2)[CH2:4][CH2:3][CH2:2]1. (9) Given the reactants [CH:1]([C:4]([CH2:7][OH:8])([F:6])[F:5])([F:3])[F:2].N1C=CC=CC=1.[CH2:15]([S:17](Cl)(=[O:19])=[O:18])[CH3:16].Cl.N1C=CC=CC=1, predict the reaction product. The product is: [CH:1]([C:4]([CH2:7][O:8][S:17]([CH2:15][CH3:16])(=[O:19])=[O:18])([F:6])[F:5])([F:3])[F:2].